From a dataset of Forward reaction prediction with 1.9M reactions from USPTO patents (1976-2016). Predict the product of the given reaction. (1) The product is: [C:27]([CH2:26][O:22][C:21]([C@H:17]1[CH2:18][CH2:19][CH2:20][N:16]1[C:14](=[O:15])[CH2:13][CH2:12][CH2:11][CH2:10][C:9]([N:5]1[CH2:6][CH2:7][CH2:8][C@@H:4]1[C:1]([O:3][CH2:33][C:32](=[O:42])[NH2:34])=[O:2])=[O:24])=[O:23])(=[O:28])[NH2:29]. Given the reactants [C:1]([C@H:4]1[CH2:8][CH2:7][CH2:6][N:5]1[C:9](=[O:24])[CH2:10][CH2:11][CH2:12][CH2:13][C:14]([N:16]1[CH2:20][CH2:19][CH2:18][C@@H:17]1[C:21]([OH:23])=[O:22])=[O:15])([OH:3])=[O:2].Cl[CH2:26][C:27]([NH2:29])=[O:28].[I-].[Na+].[CH2:32]([N:34](CC)CC)[CH3:33].CN(C)C=[O:42], predict the reaction product. (2) Given the reactants [CH2:1]1[C:30]2[C:5](=[CH:6][C:7]3[C:8](=O)[C:9]4[C:26]([CH2:27][C:28]=3[CH:29]=2)=[CH:25][C:24]2[C:23](=O)[C:22]3[C:13](=[CH:14][C:15]5[CH2:16][CH2:17][CH2:18][CH2:19][C:20]=5[CH:21]=3)[CH2:12][C:11]=2[CH:10]=4)[CH2:4][CH2:3][CH2:2]1.C1C2C(=CC3C(=O)C4C(CC=3C=2)=CC2CC3C(=CC5CCCCC=5C=3)C(=O)C=2C=4)CCC1, predict the reaction product. The product is: [CH2:16]1[C:15]2[C:20](=[CH:21][C:22]3[C:13]([CH:14]=2)=[CH:12][C:11]2[C:24](=[CH:25][C:26]4[C:9]([CH:10]=2)=[CH:8][C:7]2[C:28](=[CH:29][C:30]5[CH2:1][CH2:2][CH2:3][CH2:4][C:5]=5[CH:6]=2)[CH:27]=4)[CH:23]=3)[CH2:19][CH2:18][CH2:17]1. (3) Given the reactants [Br:1][C:2]1[CH:3]=[C:4]2[C:9](=[CH:10][CH:11]=1)[N:8]=[CH:7][C:6]([C:12]([CH:14]1[CH2:16][CH2:15]1)=[O:13])=[C:5]2Cl.[NH2:18][C:19]1[CH:20]=[N:21][C:22]([N:25]2[CH2:29][CH2:28][CH:27]([NH:30][C:31](=[O:37])[O:32][C:33]([CH3:36])([CH3:35])[CH3:34])[CH2:26]2)=[N:23][CH:24]=1, predict the reaction product. The product is: [Br:1][C:2]1[CH:3]=[C:4]2[C:9](=[CH:10][CH:11]=1)[N:8]=[CH:7][C:6]([C:12]([CH:14]1[CH2:16][CH2:15]1)=[O:13])=[C:5]2[NH:18][C:19]1[CH:24]=[N:23][C:22]([N:25]2[CH2:29][CH2:28][CH:27]([NH:30][C:31](=[O:37])[O:32][C:33]([CH3:35])([CH3:34])[CH3:36])[CH2:26]2)=[N:21][CH:20]=1. (4) Given the reactants [Cl:1][C:2]1[CH:23]=[CH:22][C:21](B2OC(C)(C)C(C)(C)O2)=[CH:20][C:3]=1[C:4]([NH:6][C:7]1[N:11]([C:12]2[CH:17]=[CH:16][CH:15]=[CH:14][CH:13]=2)[N:10]=[C:9]([C:18]#[N:19])[CH:8]=1)=[O:5].[F:33][C:34]1[C:35](I)=[N:36][CH:37]=[CH:38][CH:39]=1.C([O-])([O-])=O.[K+].[K+].O, predict the reaction product. The product is: [Cl:1][C:2]1[CH:23]=[CH:22][C:21]([C:35]2[C:34]([F:33])=[CH:39][CH:38]=[CH:37][N:36]=2)=[CH:20][C:3]=1[C:4]([NH:6][C:7]1[N:11]([C:12]2[CH:13]=[CH:14][CH:15]=[CH:16][CH:17]=2)[N:10]=[C:9]([C:18]#[N:19])[CH:8]=1)=[O:5]. (5) Given the reactants N1([C:7]2[CH:30]=[CH:29][C:10]([C:11]([NH:13][CH2:14][CH2:15][C:16]3[CH:21]=[CH:20][C:19]([O:22][C:23]4[CH:28]=[CH:27][CH:26]=[CH:25][CH:24]=4)=[CH:18][CH:17]=3)=[O:12])=[CH:9][N:8]=2)CCOCC1.[OH:31][CH:32]1[CH2:37][CH2:36][N:35]([CH3:38])[CH2:34][CH2:33]1.[OH-].[K+], predict the reaction product. The product is: [CH3:38][N:35]1[CH2:36][CH2:37][CH:32]([O:31][C:7]2[CH:30]=[CH:29][C:10]([C:11]([NH:13][CH2:14][CH2:15][C:16]3[CH:21]=[CH:20][C:19]([O:22][C:23]4[CH:28]=[CH:27][CH:26]=[CH:25][CH:24]=4)=[CH:18][CH:17]=3)=[O:12])=[CH:9][N:8]=2)[CH2:33][CH2:34]1. (6) Given the reactants [Br:1][C:2]1[CH:7]=[CH:6][C:5]([CH2:8][C:9]([OH:11])=O)=[CH:4][CH:3]=1.[NH2:12][C:13]1[CH:18]=[CH:17][CH:16]=[C:15]([CH3:19])[CH:14]=1.C1C=CC2N(O)N=NC=2C=1.CN1CCOCC1.CCN=C=NCCCN(C)C, predict the reaction product. The product is: [Br:1][C:2]1[CH:3]=[CH:4][C:5]([CH2:8][C:9]([NH:12][C:13]2[CH:18]=[CH:17][CH:16]=[C:15]([CH3:19])[CH:14]=2)=[O:11])=[CH:6][CH:7]=1. (7) Given the reactants [Cl:1][C:2]1[CH:3]=[C:4]([C@H:8]([NH:10][C@H:11]2[CH2:15][CH2:14][C@@H:13]([C:16]3[CH:17]=[N:18][C:19](F)=[CH:20][CH:21]=3)[CH2:12]2)[CH3:9])[CH:5]=[CH:6][CH:7]=1.Cl.[NH2:24][CH2:25][CH2:26][S:27]([NH2:30])(=[O:29])=[O:28], predict the reaction product. The product is: [Cl:1][C:2]1[CH:3]=[C:4]([C@H:8]([NH:10][C@H:11]2[CH2:15][CH2:14][C@@H:13]([C:16]3[CH:21]=[CH:20][C:19]([NH:24][CH2:25][CH2:26][S:27]([NH2:30])(=[O:29])=[O:28])=[N:18][CH:17]=3)[CH2:12]2)[CH3:9])[CH:5]=[CH:6][CH:7]=1. (8) Given the reactants [Cl:1][C:2]1[CH:3]=[C:4]2[C:9](=[CH:10][CH:11]=1)[NH:8][C:7](=[O:12])[N:6]([CH2:13][C:14]([F:17])([F:16])[F:15])[C:5]2([CH2:25][CH3:26])[C:18]1[CH:23]=[CH:22][C:21](Br)=[CH:20][CH:19]=1.[Cu][C:28]#[N:29], predict the reaction product. The product is: [Cl:1][C:2]1[CH:3]=[C:4]2[C:9](=[CH:10][CH:11]=1)[NH:8][C:7](=[O:12])[N:6]([CH2:13][C:14]([F:17])([F:16])[F:15])[C:5]2([CH2:25][CH3:26])[C:18]1[CH:23]=[CH:22][C:21]([C:28]#[N:29])=[CH:20][CH:19]=1.